Dataset: CYP2D6 inhibition data for predicting drug metabolism from PubChem BioAssay. Task: Regression/Classification. Given a drug SMILES string, predict its absorption, distribution, metabolism, or excretion properties. Task type varies by dataset: regression for continuous measurements (e.g., permeability, clearance, half-life) or binary classification for categorical outcomes (e.g., BBB penetration, CYP inhibition). Dataset: cyp2d6_veith. (1) The compound is O=C(COC(=O)c1cccc(S(=O)(=O)N2CCN(c3ccccc3)CC2)c1)NCc1ccco1. The result is 0 (non-inhibitor). (2) The molecule is N[C@H](C(=O)O)[C@H](N)C(=O)O. The result is 0 (non-inhibitor). (3) The compound is CCOC(=O)C1CN(S(=O)(=O)c2cccc(C(F)(F)F)c2)c2cc(CC(=O)OC)ccc2O1. The result is 0 (non-inhibitor). (4) The result is 0 (non-inhibitor). The molecule is CCSc1nnc(NC(=O)COc2ccc3ccccc3c2)s1. (5) The compound is Cc1ccccc1CNc1ncnc2c1ncn2[C@@H]1O[C@@H](CO)[C@H](O)[C@@H]1O. The result is 0 (non-inhibitor). (6) The drug is CCCCCCCCCCCCCCCCCCNC(=O)OC[C@@H](COP(=O)([O-])OCC[n+]1ccsc1)OC. The result is 0 (non-inhibitor). (7) The compound is NC(=O)NO. The result is 0 (non-inhibitor).